From a dataset of TCR-epitope binding with 47,182 pairs between 192 epitopes and 23,139 TCRs. Binary Classification. Given a T-cell receptor sequence (or CDR3 region) and an epitope sequence, predict whether binding occurs between them. (1) The epitope is NQKLIANQF. The TCR CDR3 sequence is CASSSGGATDTQYF. Result: 0 (the TCR does not bind to the epitope). (2) The epitope is RLRPGGKKR. The TCR CDR3 sequence is CASSDPGGSGEQYF. Result: 1 (the TCR binds to the epitope). (3) The epitope is RAKFKQLL. The TCR CDR3 sequence is CASSFSGANYGYTF. Result: 1 (the TCR binds to the epitope). (4) The epitope is RLRAEAQVK. The TCR CDR3 sequence is CASSWTGAFTDTQYF. Result: 1 (the TCR binds to the epitope). (5) The epitope is IVTDFSVIK. The TCR CDR3 sequence is CASSLALSYEQYF. Result: 1 (the TCR binds to the epitope). (6) The epitope is NLSALGIFST. The TCR CDR3 sequence is CASSAGQGITEAFF. Result: 1 (the TCR binds to the epitope). (7) The epitope is GTSGSPIVNR. The TCR CDR3 sequence is CASSQDQGTEAFF. Result: 0 (the TCR does not bind to the epitope). (8) The epitope is RLRAEAQVK. The TCR CDR3 sequence is CSARDIHGQGTYNEQFF. Result: 1 (the TCR binds to the epitope). (9) The epitope is LLDFVRFMGV. The TCR CDR3 sequence is CASSYGTQGNEQFF. Result: 0 (the TCR does not bind to the epitope). (10) The epitope is KLSYGIATV. The TCR CDR3 sequence is CASSFSSGALSYNEQFF. Result: 1 (the TCR binds to the epitope).